This data is from Reaction yield outcomes from USPTO patents with 853,638 reactions. The task is: Predict the reaction yield, written as a fraction of the theoretical maximum amount of product (1.0 means a 100% yield; for example, 0.34 means a 34% yield). (1) The reactants are [CH2:1]([N:8]1[CH2:13][CH2:12][CH2:11][C:10]([C:15]2[CH:20]=[CH:19][C:18]([O:21][CH3:22])=[CH:17][CH:16]=2)(O)[CH2:9]1)[C:2]1[CH:7]=[CH:6][CH:5]=[CH:4][CH:3]=1.Cl. The catalyst is O1CCOCC1. The product is [CH2:1]([N:8]1[CH2:9][C:10]([C:15]2[CH:16]=[CH:17][C:18]([O:21][CH3:22])=[CH:19][CH:20]=2)=[CH:11][CH2:12][CH2:13]1)[C:2]1[CH:3]=[CH:4][CH:5]=[CH:6][CH:7]=1. The yield is 0.356. (2) The reactants are [F:1][C:2](=[C:12]([F:14])[F:13])[CH2:3][CH2:4][S:5][CH:6]1[NH:10][C:9](=[O:11])[CH2:8][O:7]1.C(N(CC)CC)C.[CH3:22][S:23](Cl)(=[O:25])=[O:24]. The catalyst is O1CCCC1. The product is [CH3:22][S:23]([O:11][C:9]1[N:10]=[C:6]([S:5][CH2:4][CH2:3][C:2]([F:1])=[C:12]([F:13])[F:14])[O:7][CH:8]=1)(=[O:25])=[O:24]. The yield is 0.190. (3) The reactants are C(C1C=C(C(C)C)C=C(C(C)C)C=1S(Cl)(=O)=O)(C)C.[Si]([C@@:27]1([OH:68])[C@@H:31]([CH2:32][O:33][Si](C(C)(C)C)(C)C)[O:30][C@@H:29]([N:41]2[CH:48]=[C:47]([CH2:49][O:50][C@H:51]([C:56]3[CH:61]=[C:60]([O:62][CH3:63])[C:59]([I:64])=[CH:58][C:57]=3[N+:65]([O-:67])=[O:66])[C:52]([CH3:55])([CH3:54])[CH3:53])[C:45](=O)[NH:44][C:42]2=[O:43])[CH2:28]1)(C(C)(C)C)(C)C.C([N:71](CC)CC)C.[N+](CCCC)(CCCC)(CCCC)CCCC.[F-]. The catalyst is CN(C1C=CN=CC=1)C.C(Cl)Cl. The product is [I:64][C:59]1[C:60]([O:62][CH3:63])=[CH:61][C:56]([C@@H:51]([O:50][CH2:49][C:47]2[C:45]([NH2:71])=[N:44][C:42](=[O:43])[N:41]([CH:48]=2)[C@@H:29]2[O:30][C@H:31]([CH2:32][OH:33])[C@@H:27]([OH:68])[CH2:28]2)[C:52]([CH3:54])([CH3:55])[CH3:53])=[C:57]([N+:65]([O-:67])=[O:66])[CH:58]=1. The yield is 0.830.